This data is from Full USPTO retrosynthesis dataset with 1.9M reactions from patents (1976-2016). The task is: Predict the reactants needed to synthesize the given product. (1) Given the product [C:36]([O:1][CH2:2][C:3]1[CH:8]=[C:7]([CH3:9])[CH:6]=[C:5]([N:10]=[N:11][C:12]2[CH:17]=[CH:16][C:15]([O:18][CH3:19])=[CH:14][CH:13]=2)[C:4]=1[OH:20])(=[O:40])[C:37]([CH3:39])=[CH2:38], predict the reactants needed to synthesize it. The reactants are: [OH:1][CH2:2][C:3]1[CH:8]=[C:7]([CH3:9])[CH:6]=[C:5]([N:10]=[N:11][C:12]2[CH:17]=[CH:16][C:15]([O:18][CH3:19])=[CH:14][CH:13]=2)[C:4]=1[OH:20].COC1C=CC(O)=CC=1.N1C=CC=CC=1.[C:36](Cl)(=[O:40])[C:37]([CH3:39])=[CH2:38]. (2) The reactants are: [C:1]([C:5]1[CH:6]=[C:7]([NH:17][C:18](=O)[O:19]CC(Cl)(Cl)Cl)[N:8]([C:10]2[CH:15]=[CH:14][C:13]([CH3:16])=[CH:12][CH:11]=2)[N:9]=1)([CH3:4])([CH3:3])[CH3:2].[C:26]([O:30][C:31]([N:33]1[CH2:38][CH2:37][CH:36]([NH:39][C:40]2[CH:45]=[CH:44][C:43]([NH2:46])=[CH:42][N:41]=2)[CH2:35][CH2:34]1)=[O:32])([CH3:29])([CH3:28])[CH3:27].C(=O)([O-])[O-].[K+].[K+]. Given the product [C:26]([O:30][C:31]([N:33]1[CH2:34][CH2:35][CH:36]([NH:39][C:40]2[CH:45]=[CH:44][C:43]([NH:46][C:18]([NH:17][C:7]3[N:8]([C:10]4[CH:15]=[CH:14][C:13]([CH3:16])=[CH:12][CH:11]=4)[N:9]=[C:5]([C:1]([CH3:4])([CH3:3])[CH3:2])[CH:6]=3)=[O:19])=[CH:42][N:41]=2)[CH2:37][CH2:38]1)=[O:32])([CH3:29])([CH3:27])[CH3:28], predict the reactants needed to synthesize it. (3) Given the product [F:21][C:15]1[CH:16]=[C:17]([I:20])[CH:18]=[CH:19][C:14]=1[NH:13][C:11]1[C:5]([C:6]([O:8][CH2:9][CH3:10])=[O:7])=[CH:4][NH:3][C:2](=[O:22])[CH:12]=1, predict the reactants needed to synthesize it. The reactants are: Cl[C:2]1[CH:12]=[C:11]([NH:13][C:14]2[CH:19]=[CH:18][C:17]([I:20])=[CH:16][C:15]=2[F:21])[C:5]([C:6]([O:8][CH2:9][CH3:10])=[O:7])=[CH:4][N:3]=1.[OH2:22]. (4) Given the product [CH2:15]([O:3][C:4]1[CH:13]=[CH:12][CH:11]=[C:10]2[C:5]=1[CH:6]=[CH:7][N:8]=[CH:9]2)[CH2:16][CH3:17], predict the reactants needed to synthesize it. The reactants are: [H-].[Na+].[OH:3][C:4]1[CH:13]=[CH:12][CH:11]=[C:10]2[C:5]=1[CH:6]=[CH:7][N:8]=[CH:9]2.Br[CH2:15][CH2:16][CH3:17]. (5) Given the product [Br:1][C:2]1[C:3]([Cl:11])=[C:4]([N+:8]([O-:10])=[O:9])[CH:5]=[CH:6][C:7]=1[CH2:19][C:20]#[N:21], predict the reactants needed to synthesize it. The reactants are: [Br:1][C:2]1[CH:7]=[CH:6][CH:5]=[C:4]([N+:8]([O-:10])=[O:9])[C:3]=1[Cl:11].C1(S[CH2:19][C:20]#[N:21])C=CC=CC=1.[OH-].[Na+].Cl. (6) Given the product [Br:1][C:2]1[CH:9]=[CH:8][C:5]([CH:6]([OH:7])[CH2:11][CH2:12][CH3:13])=[C:4]([F:10])[CH:3]=1, predict the reactants needed to synthesize it. The reactants are: [Br:1][C:2]1[CH:9]=[CH:8][C:5]([CH:6]=[O:7])=[C:4]([F:10])[CH:3]=1.[CH2:11]([Mg]Cl)[CH2:12][CH3:13]. (7) Given the product [N+:2]([O-:5])([O-:4])=[O:3].[Ga+3:1].[N+:2]([O-:5])([O-:4])=[O:3].[N+:2]([O-:5])([O-:4])=[O:3], predict the reactants needed to synthesize it. The reactants are: [Ga:1].[N+:2]([O-:5])([OH:4])=[O:3]. (8) Given the product [CH2:1]([O:8][C:9]([N:11]1[CH2:12][CH2:13][CH:14]([C:17]2[S:18][CH:19]=[C:20]([C:22]([N:58]3[CH2:64][CH2:63][CH2:62][CH2:61][CH2:60][CH2:59]3)=[O:23])[CH:21]=2)[CH2:15][CH2:16]1)=[O:10])[C:2]1[CH:7]=[CH:6][CH:5]=[CH:4][CH:3]=1, predict the reactants needed to synthesize it. The reactants are: [CH2:1]([O:8][C:9]([N:11]1[CH2:16][CH2:15][CH:14]([C:17]2[S:18][CH:19]=[C:20]([C:22](O)=[O:23])[CH:21]=2)[CH2:13][CH2:12]1)=[O:10])[C:2]1[CH:7]=[CH:6][CH:5]=[CH:4][CH:3]=1.CCN(C(C)C)C(C)C.CN(C(ON1N=NC2C=CC=NC1=2)=[N+](C)C)C.F[P-](F)(F)(F)(F)F.[NH:58]1[CH2:64][CH2:63][CH2:62][CH2:61][CH2:60][CH2:59]1. (9) Given the product [CH3:1][O:2][C:3](=[O:41])[C:4]1[CH:9]=[CH:8][C:7]([O:10][C:11]2[CH:12]=[CH:13][C:14]([C:17]3[CH:18]=[CH:19][C:20](/[CH:23]=[CH:24]/[C:25]4[N:26]([CH2:38][CH3:39])[CH:27]=[C:28]([C:30]5[CH:35]=[CH:34][C:33]([Cl:36])=[CH:32][C:31]=5[Cl:37])[N:29]=4)=[CH:21][CH:22]=3)=[CH:15][CH:16]=2)=[CH:6][C:5]=1[NH:40][S:43]([CH3:42])(=[O:45])=[O:44], predict the reactants needed to synthesize it. The reactants are: [CH3:1][O:2][C:3](=[O:41])[C:4]1[CH:9]=[CH:8][C:7]([O:10][C:11]2[CH:16]=[CH:15][C:14]([C:17]3[CH:22]=[CH:21][C:20](/[CH:23]=[CH:24]/[C:25]4[N:26]([CH2:38][CH3:39])[CH:27]=[C:28]([C:30]5[CH:35]=[CH:34][C:33]([Cl:36])=[CH:32][C:31]=5[Cl:37])[N:29]=4)=[CH:19][CH:18]=3)=[CH:13][CH:12]=2)=[CH:6][C:5]=1[NH2:40].[CH3:42][S:43](Cl)(=[O:45])=[O:44].